From a dataset of Forward reaction prediction with 1.9M reactions from USPTO patents (1976-2016). Predict the product of the given reaction. (1) Given the reactants Br[C:2]1[CH:3]=[C:4]([CH:9]=[CH:10][C:11]([O:13]CC)=[O:12])[CH:5]=[CH:6][C:7]=1[OH:8].[CH2:16]([O:20][C:21]1[C:26]([C:27]([CH3:30])([CH3:29])[CH3:28])=[CH:25][C:24]([C:31]([CH3:34])([CH3:33])[CH3:32])=[CH:23][C:22]=1B(O)O)[CH2:17][CH2:18][CH3:19], predict the reaction product. The product is: [C:27]([C:26]1[C:21]([O:20][CH2:16][CH2:17][CH2:18][CH3:19])=[C:22]([C:2]2[C:7]([OH:8])=[CH:6][CH:5]=[C:4]([CH:9]=[CH:10][C:11]([OH:13])=[O:12])[CH:3]=2)[CH:23]=[C:24]([C:31]([CH3:34])([CH3:33])[CH3:32])[CH:25]=1)([CH3:30])([CH3:29])[CH3:28]. (2) Given the reactants [NH2:1][C@:2]12[CH2:43][CH2:42][C@@H:41]([C:44]([CH3:46])=[CH2:45])[C@@H:3]1[C@@H:4]1[C@@:17]([CH3:20])([CH2:18][CH2:19]2)[C@@:16]2([CH3:21])[C@@H:7]([C@:8]3([CH3:40])[C@@H:13]([CH2:14][CH2:15]2)[C:12]([CH3:23])([CH3:22])[C:11]([C:24]2[CH2:29][CH2:28][C@H:27]([C:30]([O:32][CH2:33][C:34]4[CH:39]=[CH:38][CH:37]=[CH:36][CH:35]=4)=[O:31])[CH2:26][CH:25]=2)=[CH:10][CH2:9]3)[CH2:6][CH2:5]1.Cl[CH2:48][CH2:49][N:50]1[CH2:55][C@@H:54]2[CH2:56][C@H:51]1[CH2:52][S:53]2(=[O:58])=[O:57].P([O-])([O-])([O-])=O.[K+].[K+].[K+].[I-].[K+], predict the reaction product. The product is: [O:58]=[S:53]1(=[O:57])[CH2:52][C@@H:51]2[CH2:56][C@H:54]1[CH2:55][N:50]2[CH2:49][CH2:48][NH:1][C@:2]12[CH2:43][CH2:42][C@@H:41]([C:44]([CH3:46])=[CH2:45])[C@@H:3]1[C@@H:4]1[C@@:17]([CH3:20])([CH2:18][CH2:19]2)[C@@:16]2([CH3:21])[C@@H:7]([C@:8]3([CH3:40])[C@@H:13]([CH2:14][CH2:15]2)[C:12]([CH3:23])([CH3:22])[C:11]([C:24]2[CH2:29][CH2:28][C@H:27]([C:30]([O:32][CH2:33][C:34]4[CH:35]=[CH:36][CH:37]=[CH:38][CH:39]=4)=[O:31])[CH2:26][CH:25]=2)=[CH:10][CH2:9]3)[CH2:6][CH2:5]1. (3) Given the reactants [CH:1]1([N:6]2[C:14]3[CH:13]=[CH:12][N:11]=[C:10]([O:15]C)[C:9]=3[C:8]([C:17]3[CH:18]=[C:19]([C:22]([NH:24][CH:25]4[CH2:27][CH2:26]4)=[O:23])[S:20][CH:21]=3)=[N:7]2)[CH2:5][CH2:4][CH2:3][CH2:2]1.[I-].[Na+].Cl[Si](C)(C)C.O, predict the reaction product. The product is: [CH:1]1([N:6]2[C:14]3[CH:13]=[CH:12][NH:11][C:10](=[O:15])[C:9]=3[C:8]([C:17]3[CH:18]=[C:19]([C:22]([NH:24][CH:25]4[CH2:27][CH2:26]4)=[O:23])[S:20][CH:21]=3)=[N:7]2)[CH2:5][CH2:4][CH2:3][CH2:2]1. (4) The product is: [C:1]([C:5]1[O:9][N:8]=[C:7]([NH:10][C:11]([NH:13][C:14]2[CH:19]=[CH:18][CH:17]=[C:16]([S:20][C:21]3[C:30]4[C:25](=[CH:26][C:27]([O:41][CH3:42])=[C:28]([O:31][CH2:32][CH2:33][CH2:34][N:35]5[CH2:36][CH2:47][N:46]([CH2:45][CH2:44][OH:43])[CH2:39][CH2:40]5)[CH:29]=4)[N:24]=[CH:23][N:22]=3)[CH:15]=2)=[O:12])[CH:6]=1)([CH3:2])([CH3:3])[CH3:4]. Given the reactants [C:1]([C:5]1[O:9][N:8]=[C:7]([NH:10][C:11]([NH:13][C:14]2[CH:19]=[CH:18][CH:17]=[C:16]([S:20][C:21]3[C:30]4[C:25](=[CH:26][C:27]([O:41][CH3:42])=[C:28]([O:31][CH2:32][CH2:33][CH2:34][N:35]5[CH2:40][CH2:39]CC[CH2:36]5)[CH:29]=4)[N:24]=[CH:23][N:22]=3)[CH:15]=2)=[O:12])[CH:6]=1)([CH3:4])([CH3:3])[CH3:2].[OH:43][CH2:44][CH2:45][N:46]1CCNC[CH2:47]1, predict the reaction product. (5) Given the reactants [F:8][C:7]([F:10])([F:9])[C:6](O[C:6](=[O:11])[C:7]([F:10])([F:9])[F:8])=[O:11].[CH3:14][C:15](=[CH2:25])[CH2:16][O:17][C:18]1[CH:24]=[CH:23][CH:22]=[CH:21][C:19]=1[NH2:20].O.ClC1C=CC=C(C(OO)=[O:35])C=1, predict the reaction product. The product is: [F:10][C:7]([F:8])([F:9])[C:6]([NH:20][C:19]1[CH:21]=[CH:22][CH:23]=[CH:24][C:18]=1[O:17][CH2:16][C:15]1([CH3:14])[CH2:25][O:35]1)=[O:11]. (6) The product is: [Cl:1][C:2]1[CH:7]=[CH:6][CH:5]=[CH:4][C:3]=1[N:8]1[CH:12]=[CH:11][N:10]=[C:9]1[C:19]1[N:20]=[C:21]2[C:27]3[CH:28]=[C:29]([C:32]([O:34][CH3:35])=[O:33])[CH:30]=[CH:31][C:26]=3[O:25][CH2:24][CH2:23][N:22]2[CH:36]=1. Given the reactants [Cl:1][C:2]1[CH:7]=[CH:6][CH:5]=[CH:4][C:3]=1[N:8]1[CH:12]=[CH:11][N:10]=[CH:9]1.C([Li])CCC.I[C:19]1[N:20]=[C:21]2[C:27]3[CH:28]=[C:29]([C:32]([O:34][CH3:35])=[O:33])[CH:30]=[CH:31][C:26]=3[O:25][CH2:24][CH2:23][N:22]2[CH:36]=1, predict the reaction product. (7) The product is: [Cl:1][C:2]1[CH:3]=[C:4]([CH2:11][CH2:10][CH:9]=[O:12])[CH:5]=[CH:6][CH:7]=1. Given the reactants [Cl:1][C:2]1[CH:7]=[CH:6][CH:5]=[C:4](I)[CH:3]=1.[CH2:9]([OH:12])[CH:10]=[CH2:11].C(=O)(O)[O-].[Na+], predict the reaction product.